From a dataset of Reaction yield outcomes from USPTO patents with 853,638 reactions. Predict the reaction yield, written as a fraction of the theoretical maximum amount of product (1.0 means a 100% yield; for example, 0.34 means a 34% yield). (1) The reactants are [Br:1][C:2]1[C:7]2[C:8](=[O:24])[N:9]3[CH2:16][CH2:15][N:14](C(OC(C)(C)C)=O)[CH2:13][CH:10]3[CH2:11][O:12][C:6]=2[CH:5]=[CH:4][CH:3]=1.C(OCC)(=O)C.[ClH:31]. No catalyst specified. The product is [ClH:31].[Br:1][C:2]1[C:7]2[C:8](=[O:24])[N:9]3[CH2:16][CH2:15][NH:14][CH2:13][CH:10]3[CH2:11][O:12][C:6]=2[CH:5]=[CH:4][CH:3]=1. The yield is 0.880. (2) The reactants are CCN(C(C)C)C(C)C.[F:10][C:11]([F:28])([F:27])[O:12][C:13]1[CH:14]=[CH:15][CH:16]=[C:17]2[C:22]=1[O:21][C:20](=[O:23])[C:19]([C:24]([OH:26])=O)=[CH:18]2.CN(C(ON1N=NC2C=CC=NC1=2)=[N+](C)C)C.F[P-](F)(F)(F)(F)F.[N:53]1([S:59]([C:62]2[CH:67]=[CH:66][CH:65]=[CH:64][C:63]=2[C:68]2[CH:73]=[CH:72][CH:71]=[C:70]([NH2:74])[CH:69]=2)(=[O:61])=[O:60])[CH2:58][CH2:57][O:56][CH2:55][CH2:54]1. The catalyst is CN(C=O)C. The product is [N:53]1([S:59]([C:62]2[CH:67]=[CH:66][CH:65]=[CH:64][C:63]=2[C:68]2[CH:73]=[CH:72][CH:71]=[C:70]([NH:74][C:24]([C:19]3[C:20](=[O:23])[O:21][C:22]4[C:17]([CH:18]=3)=[CH:16][CH:15]=[CH:14][C:13]=4[O:12][C:11]([F:10])([F:28])[F:27])=[O:26])[CH:69]=2)(=[O:61])=[O:60])[CH2:54][CH2:55][O:56][CH2:57][CH2:58]1. The yield is 0.500. (3) The reactants are [CH3:1][O:2][CH2:3][CH2:4][NH:5][CH2:6][CH2:7][O:8][CH3:9].F[C:11]1[CH:19]=[CH:18][C:14]([C:15]([OH:17])=[O:16])=[CH:13][C:12]=1[N+:20]([O-:22])=[O:21]. The catalyst is CCO. The product is [CH3:1][O:2][CH2:3][CH2:4][N:5]([CH2:6][CH2:7][O:8][CH3:9])[C:11]1[CH:19]=[CH:18][C:14]([C:15]([OH:17])=[O:16])=[CH:13][C:12]=1[N+:20]([O-:22])=[O:21]. The yield is 0.940. (4) The reactants are [CH2:1]([O:8][C:9]([NH:11][CH2:12][CH2:13][O:14]N)=[O:10])[C:2]1[CH:7]=[CH:6][CH:5]=[CH:4][CH:3]=1.[C:16]([O:20][C:21]([NH:23][C:24](C1C=CNN=1)=[N:25][C:26]([O:28][C:29]([CH3:32])([CH3:31])[CH3:30])=[O:27])=[O:22])([CH3:19])([CH3:18])[CH3:17].C[N:39](C)C=O. No catalyst specified. The product is [C:29]([O:28][C:26]([N:25]([O:14][CH2:13][CH2:12][NH:11][C:9]([O:8][CH2:1][C:2]1[CH:7]=[CH:6][CH:5]=[CH:4][CH:3]=1)=[O:10])[C:24]([NH:23][C:21]([O:20][C:16]([CH3:17])([CH3:18])[CH3:19])=[O:22])=[NH:39])=[O:27])([CH3:30])([CH3:31])[CH3:32]. The yield is 0.930. (5) The reactants are [C:1]([O:5][C:6](=[O:9])[CH2:7][NH2:8])([CH3:4])([CH3:3])[CH3:2].[CH3:10][C:11]([C:16]1[CH:21]=[CH:20][CH:19]=[CH:18][CH:17]=1)([CH3:15])[CH2:12][CH:13]=O. The catalyst is C(Cl)Cl. The product is [C:1]([O:5][C:6](=[O:9])[CH2:7]/[N:8]=[CH:13]/[CH2:12][C:11]([CH3:15])([C:16]1[CH:21]=[CH:20][CH:19]=[CH:18][CH:17]=1)[CH3:10])([CH3:4])([CH3:3])[CH3:2]. The yield is 0.930. (6) The reactants are [F:1][C:2]1([F:16])[CH2:7][CH2:6][N:5]([C:8]2[N:13]=[CH:12][N:11]=[C:10]([C:14]#[N:15])[CH:9]=2)[CH2:4][CH2:3]1.Cl. The catalyst is [Pd].CO. The product is [F:16][C:2]1([F:1])[CH2:7][CH2:6][N:5]([C:8]2[N:13]=[CH:12][N:11]=[C:10]([CH2:14][NH2:15])[CH:9]=2)[CH2:4][CH2:3]1. The yield is 0.990.